Dataset: Full USPTO retrosynthesis dataset with 1.9M reactions from patents (1976-2016). Task: Predict the reactants needed to synthesize the given product. (1) Given the product [CH:1]1([C:4]2[N:9]=[C:8]([C:10]([NH2:13])([CH3:11])[CH3:12])[CH:7]=[CH:6][N:5]=2)[CH2:3][CH2:2]1, predict the reactants needed to synthesize it. The reactants are: [CH:1]1([C:4]2[N:9]=[C:8]([C:10]([NH:13]C(=O)C)([CH3:12])[CH3:11])[CH:7]=[CH:6][N:5]=2)[CH2:3][CH2:2]1.Cl.[OH-].[Na+]. (2) Given the product [NH2:19][N:20]1[C:13]([C:5]2[CH:4]=[C:3]([O:2][CH3:1])[C:8]([O:9][CH3:10])=[C:7]([O:11][CH3:12])[CH:6]=2)=[N:14][N:15]=[C:16]1[OH:18], predict the reactants needed to synthesize it. The reactants are: [CH3:1][O:2][C:3]1[CH:4]=[C:5]([C:13]2O[C:16](=[O:18])[NH:15][N:14]=2)[CH:6]=[C:7]([O:11][CH3:12])[C:8]=1[O:9][CH3:10].[NH2:19][NH2:20].